The task is: Regression. Given two drug SMILES strings and cell line genomic features, predict the synergy score measuring deviation from expected non-interaction effect.. This data is from NCI-60 drug combinations with 297,098 pairs across 59 cell lines. (1) Drug 1: C1C(C(OC1N2C=C(C(=O)NC2=O)F)CO)O. Drug 2: CCC1=C2CN3C(=CC4=C(C3=O)COC(=O)C4(CC)O)C2=NC5=C1C=C(C=C5)O. Cell line: UACC-257. Synergy scores: CSS=5.21, Synergy_ZIP=-2.35, Synergy_Bliss=-0.616, Synergy_Loewe=-4.63, Synergy_HSA=-1.86. (2) Drug 1: C1CCN(CC1)CCOC2=CC=C(C=C2)C(=O)C3=C(SC4=C3C=CC(=C4)O)C5=CC=C(C=C5)O. Drug 2: CC1=CC2C(CCC3(C2CCC3(C(=O)C)OC(=O)C)C)C4(C1=CC(=O)CC4)C. Cell line: SK-OV-3. Synergy scores: CSS=-1.03, Synergy_ZIP=0.367, Synergy_Bliss=-0.464, Synergy_Loewe=-2.40, Synergy_HSA=-1.40.